Dataset: Reaction yield outcomes from USPTO patents with 853,638 reactions. Task: Predict the reaction yield, written as a fraction of the theoretical maximum amount of product (1.0 means a 100% yield; for example, 0.34 means a 34% yield). (1) The reactants are [OH-].[K+].Cl.[CH3:4][NH:5][CH3:6].[C:7]1([CH3:34])[CH:12]=[CH:11][C:10]([S:13]([N:16]2[CH2:22][C:21](=O)[CH2:20][N:19]([S:24]([C:27]3[CH:32]=[CH:31][C:30]([CH3:33])=[CH:29][CH:28]=3)(=[O:26])=[O:25])[CH2:18][CH2:17]2)(=[O:15])=[O:14])=[CH:9][CH:8]=1.C([BH3-])#N.[Na+].[OH-].[Na+]. The catalyst is CO. The product is [C:7]1([CH3:34])[CH:12]=[CH:11][C:10]([S:13]([N:16]2[CH2:22][CH:21]([N:5]([CH3:6])[CH3:4])[CH2:20][N:19]([S:24]([C:27]3[CH:32]=[CH:31][C:30]([CH3:33])=[CH:29][CH:28]=3)(=[O:26])=[O:25])[CH2:18][CH2:17]2)(=[O:15])=[O:14])=[CH:9][CH:8]=1. The yield is 0.500. (2) The reactants are O=P12OP3(OP(OP(O3)(O1)=O)(=O)O2)=O.CS(O)(=O)=O.[NH2:20][C:21]1[C:26]([NH2:27])=[CH:25][C:24]([Br:28])=[CH:23][N:22]=1.[CH3:29][O:30][C:31]1[CH:32]=[C:33]([CH:37]=[CH:38][CH:39]=1)[C:34](O)=O.[OH-].[Na+]. No catalyst specified. The product is [Br:28][C:24]1[CH:25]=[C:26]2[NH:27][C:34]([C:33]3[CH:37]=[CH:38][CH:39]=[C:31]([O:30][CH3:29])[CH:32]=3)=[N:20][C:21]2=[N:22][CH:23]=1. The yield is 0.840. (3) The reactants are [CH2:1]([OH:7])[C:2]1[O:6][CH:5]=[CH:4][CH:3]=1.[Si:8](Cl)([C:11]([CH3:14])([CH3:13])[CH3:12])([CH3:10])[CH3:9].N1C=CN=C1. The catalyst is CN(C)C=O. The product is [Si:8]([O:7][CH2:1][C:2]1[O:6][CH:5]=[CH:4][CH:3]=1)([C:11]([CH3:14])([CH3:13])[CH3:12])([CH3:10])[CH3:9]. The yield is 0.650. (4) The reactants are [C:1]([O:5][C:6](=[O:16])[N:7]([CH3:15])[CH:8]1[CH2:13][CH2:12][C:11](=O)[CH2:10][CH2:9]1)([CH3:4])([CH3:3])[CH3:2].[C:17]([F:21])([F:20])(Br)Br. The catalyst is C1COCC1.CCOCC.[Zn]. The product is [C:1]([O:5][C:6](=[O:16])[N:7]([CH:8]1[CH2:13][CH2:12][C:11](=[C:17]([F:21])[F:20])[CH2:10][CH2:9]1)[CH3:15])([CH3:4])([CH3:3])[CH3:2]. The yield is 0.600. (5) The reactants are Cl.Br[CH2:3][C:4]1([CH3:22])[CH2:13][C:12]2[C:7](=[C:8]3[CH2:19][C:18]([CH3:21])([CH3:20])[O:17][C:9]3=[C:10]([O:14][CH2:15][CH3:16])[CH:11]=2)[CH:6]=[N:5]1.CN.C(=O)([O-])O.[Na+].[CH3:30][N:31](C)[C:32](=O)C. No catalyst specified. The product is [CH2:15]([O:14][C:10]1[CH:11]=[C:12]2[C:7](=[C:8]3[CH2:19][C:18]([CH3:21])([CH3:20])[O:17][C:9]=13)[CH:6]=[N:5][C:4]([CH3:22])([CH2:3][N:31]([CH3:32])[CH3:30])[CH2:13]2)[CH3:16]. The yield is 0.520.